Dataset: Full USPTO retrosynthesis dataset with 1.9M reactions from patents (1976-2016). Task: Predict the reactants needed to synthesize the given product. (1) Given the product [C:51]([O:50][C:49]([N:48]([C:45]1[CH:44]=[N:43][C:42]([C:39]2[CH:38]=[CH:37][C:36]([C:35]([F:34])([F:56])[F:57])=[CH:41][CH:40]=2)=[CH:47][N:46]=1)[CH:59]([C:63]1[CH:73]=[CH:72][C:66]([C:67]([O:69][CH2:70][CH3:71])=[O:68])=[CH:65][CH:64]=1)[CH2:60][CH2:61][CH3:62])=[O:55])([CH3:52])([CH3:53])[CH3:54], predict the reactants needed to synthesize it. The reactants are: C1(P(C2C=CC=CC=2)C2C=CC=CC=2)C=CC=CC=1.CC(OC(/N=N/C(OC(C)C)=O)=O)C.[F:34][C:35]([F:57])([F:56])[C:36]1[CH:41]=[CH:40][C:39]([C:42]2[N:43]=[CH:44][C:45]([NH:48][C:49](=[O:55])[O:50][C:51]([CH3:54])([CH3:53])[CH3:52])=[N:46][CH:47]=2)=[CH:38][CH:37]=1.O[CH:59]([C:63]1[CH:73]=[CH:72][C:66]([C:67]([O:69][CH2:70][CH3:71])=[O:68])=[CH:65][CH:64]=1)[CH2:60][CH2:61][CH3:62]. (2) Given the product [CH2:8]([C:6]1[C:5]([O:10][CH3:11])=[N:4][C:3]([CH3:12])=[C:2]([B:16]2[O:17][C:18]([CH3:20])([CH3:19])[C:14]([CH3:21])([CH3:13])[O:15]2)[CH:7]=1)[CH3:9], predict the reactants needed to synthesize it. The reactants are: Br[C:2]1[C:3]([CH3:12])=[N:4][C:5]([O:10][CH3:11])=[C:6]([CH2:8][CH3:9])[CH:7]=1.[CH3:13][C:14]1([CH3:21])[C:18]([CH3:20])([CH3:19])[O:17][BH:16][O:15]1.C(N(CC)CC)C. (3) Given the product [F:31][C:30]([F:33])([F:32])[S:27]([O:17][C:5]1[CH:6]=[CH:7][C:8]([CH2:10][C:11]2[CH:16]=[CH:15][CH:14]=[CH:13][N:12]=2)=[CH:9][C:4]=1[O:3][CH2:1][CH3:2])(=[O:29])=[O:28], predict the reactants needed to synthesize it. The reactants are: [CH2:1]([O:3][C:4]1[CH:9]=[C:8]([CH2:10][C:11]2[CH:16]=[CH:15][CH:14]=[CH:13][N:12]=2)[CH:7]=[CH:6][C:5]=1[OH:17])[CH3:2].[H-].[Na+].C1C=CC(N([S:27]([C:30]([F:33])([F:32])[F:31])(=[O:29])=[O:28])[S:27]([C:30]([F:33])([F:32])[F:31])(=[O:29])=[O:28])=CC=1.[Cl-].[NH4+]. (4) Given the product [CH2:23]([N:22]([CH3:21])[C:4]1[C:5]2[CH2:11][N:10]([CH3:12])[CH2:9][CH:8]([C:13]3[CH:18]=[CH:17][C:16]([F:19])=[CH:15][CH:14]=3)[C:6]=2[N:7]=[C:2]([Cl:1])[N:3]=1)[CH:24]=[CH2:25], predict the reactants needed to synthesize it. The reactants are: [Cl:1][C:2]1[N:3]=[C:4](Cl)[C:5]2[CH2:11][N:10]([CH3:12])[CH2:9][CH:8]([C:13]3[CH:18]=[CH:17][C:16]([F:19])=[CH:15][CH:14]=3)[C:6]=2[N:7]=1.[CH3:21][NH:22][CH2:23][CH:24]=[CH2:25].O. (5) Given the product [CH2:2]([O:4][C:5]([CH2:6][NH:7][CH2:11][CH2:10][C:9]([O:13][CH2:14][CH3:15])=[O:12])=[O:8])[CH3:3], predict the reactants needed to synthesize it. The reactants are: Cl.[CH2:2]([O:4][C:5](=[O:8])[CH2:6][NH2:7])[CH3:3].[C:9]([O:13][CH2:14][CH3:15])(=[O:12])[CH:10]=[CH2:11].C(N(CC)CC)C. (6) Given the product [CH:1]1([NH:4][C:5]([C@@H:7]2[C@H:12]([NH:13][C:14]3[C:19]([Cl:20])=[CH:18][N:17]=[C:16]4[NH:21][C:30]([C:29]5[S:28][C:27]([N:32]6[CH2:36][CH2:35][CH2:34][CH2:33]6)=[N:26][C:25]=5[Cl:24])=[N:22][C:15]=34)[C@@H:11]3[CH2:23][C@H:8]2[CH:9]=[CH:10]3)=[O:6])[CH2:3][CH2:2]1, predict the reactants needed to synthesize it. The reactants are: [CH:1]1([NH:4][C:5]([C@@H:7]2[C@H:12]([NH:13][C:14]3[C:19]([Cl:20])=[CH:18][N:17]=[C:16]([NH2:21])[C:15]=3[NH2:22])[C@@H:11]3[CH2:23][C@H:8]2[CH:9]=[CH:10]3)=[O:6])[CH2:3][CH2:2]1.[Cl:24][C:25]1[N:26]=[C:27]([N:32]2[CH2:36][CH2:35][CH2:34][CH2:33]2)[S:28][C:29]=1[CH:30]=O.C([O-])(=O)C.[NH4+].